This data is from Full USPTO retrosynthesis dataset with 1.9M reactions from patents (1976-2016). The task is: Predict the reactants needed to synthesize the given product. (1) Given the product [CH2:42]([S:43]([N:1]1[CH2:6][CH2:5][CH:4]([N:7]2[CH:11]=[C:10]([C:12]3[CH:17]=[N:16][N:15]4[C:18]([C:21]5[CH:22]=[C:23]([NH:27][C:28]([NH:30][CH2:31][C:32]([F:33])([F:35])[F:34])=[O:29])[CH:24]=[CH:25][CH:26]=5)=[CH:19][N:20]=[C:14]4[CH:13]=3)[CH:9]=[N:8]2)[CH2:3][CH2:2]1)(=[O:45])=[O:44])[C:36]1[CH:41]=[CH:40][CH:39]=[CH:38][CH:37]=1, predict the reactants needed to synthesize it. The reactants are: [NH:1]1[CH2:6][CH2:5][CH:4]([N:7]2[CH:11]=[C:10]([C:12]3[CH:17]=[N:16][N:15]4[C:18]([C:21]5[CH:22]=[C:23]([NH:27][C:28]([NH:30][CH2:31][C:32]([F:35])([F:34])[F:33])=[O:29])[CH:24]=[CH:25][CH:26]=5)=[CH:19][N:20]=[C:14]4[CH:13]=3)[CH:9]=[N:8]2)[CH2:3][CH2:2]1.[C:36]1([CH2:42][S:43](Cl)(=[O:45])=[O:44])[CH:41]=[CH:40][CH:39]=[CH:38][CH:37]=1. (2) Given the product [CH3:3][O:4][CH2:5][CH2:6][O:7][C:8]1[CH:9]=[CH:10][CH:11]=[C:12]2[C:16]=1[N:15]([CH3:19])[CH:14]=[CH:13]2, predict the reactants needed to synthesize it. The reactants are: [H-].[Na+].[CH3:3][O:4][CH2:5][CH2:6][O:7][C:8]1[CH:9]=[CH:10][CH:11]=[C:12]2[C:16]=1[NH:15][CH:14]=[CH:13]2.[H][H].[CH3:19]I. (3) Given the product [F:22][C:12]1[C:11]([CH2:5][C:4]([OH:23])=[O:3])=[C:20]([F:21])[CH:19]=[C:18]2[C:13]=1[CH:14]=[CH:15][CH:16]=[N:17]2, predict the reactants needed to synthesize it. The reactants are: C([O:3][C:4](=[O:23])[CH:5]([C:11]1[C:12]([F:22])=[C:13]2[C:18](=[CH:19][C:20]=1[F:21])[N:17]=[CH:16][CH:15]=[CH:14]2)C(OCC)=O)C.[OH-].[Na+].Cl. (4) The reactants are: Br[CH2:2][CH2:3][CH2:4][CH2:5][O:6][C:7]1[CH:12]=[CH:11][C:10]([C:13]2[N:17]=[C:16]([C:18]3[CH:19]=[CH:20][C:21]([O:26][CH:27]([CH3:29])[CH3:28])=[C:22]([CH:25]=3)[C:23]#[N:24])[O:15][N:14]=2)=[C:9]([CH2:30][CH3:31])[CH:8]=1.[CH3:32][NH2:33]. Given the product [CH2:30]([C:9]1[CH:8]=[C:7]([O:6][CH2:5][CH2:4][CH2:3][CH2:2][NH:33][CH3:32])[CH:12]=[CH:11][C:10]=1[C:13]1[N:17]=[C:16]([C:18]2[CH:19]=[CH:20][C:21]([O:26][CH:27]([CH3:29])[CH3:28])=[C:22]([CH:25]=2)[C:23]#[N:24])[O:15][N:14]=1)[CH3:31], predict the reactants needed to synthesize it. (5) Given the product [Cl:20][C:21]1[N:2]([CH2:4][C:5]([O:7][CH2:8][CH3:9])=[O:6])[N:3]=[C:23]([C:24]([F:27])([F:26])[F:25])[CH:22]=1, predict the reactants needed to synthesize it. The reactants are: Cl.[NH:2]([CH2:4][C:5]([O:7][CH2:8][CH3:9])=[O:6])[NH2:3].C(N(CC)CC)C.C(O)C.[Cl:20][C:21](Cl)=[CH:22][C:23](=O)[C:24]([F:27])([F:26])[F:25]. (6) Given the product [CH2:1]([O:8][C:9]1[N:10]=[N:11][C:12]([CH2:15][CH2:16][C:17]2[CH:18]=[N:19][C:20]([CH2:23][N:25]3[CH2:29][CH2:28][CH2:27][CH2:26]3)=[CH:21][CH:22]=2)=[CH:13][CH:14]=1)[C:2]1[CH:7]=[CH:6][CH:5]=[CH:4][CH:3]=1, predict the reactants needed to synthesize it. The reactants are: [CH2:1]([O:8][C:9]1[N:10]=[N:11][C:12]([CH2:15][CH2:16][C:17]2[CH:18]=[N:19][C:20]([CH2:23]Cl)=[CH:21][CH:22]=2)=[CH:13][CH:14]=1)[C:2]1[CH:7]=[CH:6][CH:5]=[CH:4][CH:3]=1.[NH:25]1[CH2:29][CH2:28][CH2:27][CH2:26]1.